From a dataset of Full USPTO retrosynthesis dataset with 1.9M reactions from patents (1976-2016). Predict the reactants needed to synthesize the given product. (1) Given the product [Cl:1][C:2]1[N:7]=[CH:6][C:5]([C:8]2[N:13]=[C:12]([N:25]3[CH:29]=[N:28][CH:27]=[N:26]3)[C:11]3=[C:15]([CH3:19])[N:16]=[C:17]([CH3:18])[N:10]3[N:9]=2)=[CH:4][CH:3]=1, predict the reactants needed to synthesize it. The reactants are: [Cl:1][C:2]1[N:7]=[CH:6][C:5]([C:8]2[NH:13][C:12](=O)[C:11]3=[C:15]([CH3:19])[N:16]=[C:17]([CH3:18])[N:10]3[N:9]=2)=[CH:4][CH:3]=1.P(Cl)(Cl)(Cl)=O.[NH:25]1[CH:29]=[N:28][CH:27]=[N:26]1.N1C=CC=CC=1. (2) Given the product [CH3:1][C:2]1[N:6]([CH2:7][C:8]2[CH:13]=[CH:12][CH:11]=[CH:10][CH:9]=2)[C:5]2[CH:14]=[C:15]([N:21]3[CH2:26][CH2:25][O:24][CH2:23][CH2:22]3)[CH:16]=[C:17]([NH2:18])[C:4]=2[N:3]=1, predict the reactants needed to synthesize it. The reactants are: [CH3:1][C:2]1[N:6]([CH2:7][C:8]2[CH:13]=[CH:12][CH:11]=[CH:10][CH:9]=2)[C:5]2[CH:14]=[C:15]([N:21]3[CH2:26][CH2:25][O:24][CH2:23][CH2:22]3)[CH:16]=[C:17]([N+:18]([O-])=O)[C:4]=2[N:3]=1. (3) Given the product [CH2:1]([O:7][C:13]1[C:12]([F:45])=[C:11]([F:10])[C:16]([C:17]2[C:18]([F:41])=[C:19]([F:40])[C:20]([CH:25]([S:26]([C:29]([F:30])([F:31])[F:32])(=[O:27])=[O:28])[S:33]([C:36]([F:37])([F:38])[F:39])(=[O:35])=[O:34])=[C:21]([F:24])[C:22]=2[F:23])=[C:15]([F:42])[C:14]=1[F:43])[CH2:2][CH2:3][CH2:4][CH2:5][CH3:6], predict the reactants needed to synthesize it. The reactants are: [CH2:1]([OH:7])[CH2:2][CH2:3][CH2:4][CH2:5][CH3:6].[H-].[Na+].[F:10][C:11]1[C:16]([C:17]2[C:22]([F:23])=[C:21]([F:24])[C:20]([CH:25]([S:33]([C:36]([F:39])([F:38])[F:37])(=[O:35])=[O:34])[S:26]([C:29]([F:32])([F:31])[F:30])(=[O:28])=[O:27])=[C:19]([F:40])[C:18]=2[F:41])=[C:15]([F:42])[C:14]([F:43])=[C:13](F)[C:12]=1[F:45].O.Cl. (4) Given the product [Br:25][CH2:8][C:9]([C:11]1[CH:22]=[CH:21][CH:20]=[CH:19][C:12]=1[C:13]([O:15][CH2:16][CH:17]=[CH2:18])=[O:14])=[O:10], predict the reactants needed to synthesize it. The reactants are: O1CCCC1.C[Si](C)(C)[O:8][C:9]([C:11]1[CH:22]=[CH:21][CH:20]=[CH:19][C:12]=1[C:13]([O:15][CH2:16][CH:17]=[CH2:18])=[O:14])=[CH2:10].[Br:25]N1C(=O)CCC1=O.C(=O)([O-])[O-].[Na+].[Na+]. (5) Given the product [NH:22]1[C:23]2[C:19](=[CH:18][C:17]([C:2]3[S:3][C:4]([S:7][CH3:8])=[N:5][N:6]=3)=[CH:25][CH:24]=2)[CH:20]=[CH:21]1, predict the reactants needed to synthesize it. The reactants are: Br[C:2]1[S:3][C:4]([S:7][CH3:8])=[N:5][N:6]=1.CC1(C)C(C)(C)OB([C:17]2[CH:18]=[C:19]3[C:23](=[CH:24][CH:25]=2)[NH:22][CH:21]=[CH:20]3)O1.C([O-])([O-])=O.[K+].[K+]. (6) Given the product [Cl:1][C:2]1[C:3]2[C:10](=[CH:17][C:13]3[S:12][CH:16]=[CH:15][N:14]=3)[C:9](=[O:11])[NH:8][C:4]=2[N:5]=[CH:6][N:7]=1, predict the reactants needed to synthesize it. The reactants are: [Cl:1][C:2]1[C:3]2[CH2:10][C:9](=[O:11])[NH:8][C:4]=2[N:5]=[CH:6][N:7]=1.[S:12]1[CH:16]=[CH:15][N:14]=[C:13]1[CH:17]=O.N1CCCC1. (7) Given the product [F:27][C:28]1[CH:29]=[C:30]2[C:34](=[CH:35][CH:36]=1)[NH:33][CH:32]=[C:31]2[C:37]1[CH2:38][CH2:39][N:40]([CH2:15][C@H:8]2[CH2:9][CH2:10][C:11]3[C:6](=[C:5]4[C:14](=[CH:13][CH:12]=3)[N:1]=[CH:2][CH:3]=[CH:4]4)[O:7]2)[CH2:41][CH:42]=1, predict the reactants needed to synthesize it. The reactants are: [N:1]1[C:14]2[C:5](=[C:6]3[C:11](=[CH:12][CH:13]=2)[CH2:10][CH2:9][C@H:8]([CH2:15]OS(C2C=CC(C)=CC=2)(=O)=O)[O:7]3)[CH:4]=[CH:3][CH:2]=1.[F:27][C:28]1[CH:29]=[C:30]2[C:34](=[CH:35][CH:36]=1)[NH:33][CH:32]=[C:31]2[C:37]1[CH2:38][CH2:39][NH:40][CH2:41][CH:42]=1.C(Cl)(Cl)Cl. (8) Given the product [N+:1]([C:4]1[CH:5]=[CH:6][C:7]([CH2:8][C:9]2[C:17]3[C:12](=[CH:13][CH:14]=[CH:15][CH:16]=3)[N:11]([CH2:21][C:22]([O:24][CH2:25][CH3:26])=[O:23])[N:10]=2)=[CH:18][CH:19]=1)([O-:3])=[O:2], predict the reactants needed to synthesize it. The reactants are: [N+:1]([C:4]1[CH:19]=[CH:18][C:7]([CH2:8][C:9]2[C:17]3[C:12](=[CH:13][CH:14]=[CH:15][CH:16]=3)[NH:11][N:10]=2)=[CH:6][CH:5]=1)([O-:3])=[O:2].Br[CH2:21][C:22]([O:24][CH2:25][CH3:26])=[O:23].C(=O)([O-])[O-].[Cs+].[Cs+].